Dataset: NCI-60 drug combinations with 297,098 pairs across 59 cell lines. Task: Regression. Given two drug SMILES strings and cell line genomic features, predict the synergy score measuring deviation from expected non-interaction effect. (1) Drug 1: C1=C(C(=O)NC(=O)N1)F. Drug 2: CCC1(CC2CC(C3=C(CCN(C2)C1)C4=CC=CC=C4N3)(C5=C(C=C6C(=C5)C78CCN9C7C(C=CC9)(C(C(C8N6C)(C(=O)OC)O)OC(=O)C)CC)OC)C(=O)OC)O.OS(=O)(=O)O. Cell line: SW-620. Synergy scores: CSS=61.2, Synergy_ZIP=-0.407, Synergy_Bliss=-1.71, Synergy_Loewe=1.42, Synergy_HSA=2.29. (2) Drug 1: CN1CCC(CC1)COC2=C(C=C3C(=C2)N=CN=C3NC4=C(C=C(C=C4)Br)F)OC. Drug 2: CC1=C2C(C(=O)C3(C(CC4C(C3C(C(C2(C)C)(CC1OC(=O)C(C(C5=CC=CC=C5)NC(=O)OC(C)(C)C)O)O)OC(=O)C6=CC=CC=C6)(CO4)OC(=O)C)OC)C)OC. Cell line: SK-OV-3. Synergy scores: CSS=41.3, Synergy_ZIP=0.149, Synergy_Bliss=3.11, Synergy_Loewe=-5.09, Synergy_HSA=6.83.